Dataset: Forward reaction prediction with 1.9M reactions from USPTO patents (1976-2016). Task: Predict the product of the given reaction. Given the reactants Br[C:2]1[CH:3]=[C:4]([C:15]#[N:16])[CH:5]=[C:6]2[C:10]=1[N:9]([CH3:11])[C:8]([C:12]([NH2:14])=[O:13])=[CH:7]2.[Cl:17][C:18]1[CH:23]=[CH:22][C:21](B(O)O)=[CH:20][CH:19]=1, predict the reaction product. The product is: [Cl:17][C:18]1[CH:23]=[CH:22][C:21]([C:2]2[CH:3]=[C:4]([C:15]#[N:16])[CH:5]=[C:6]3[C:10]=2[N:9]([CH3:11])[C:8]([C:12]([NH2:14])=[O:13])=[CH:7]3)=[CH:20][CH:19]=1.